Dataset: Full USPTO retrosynthesis dataset with 1.9M reactions from patents (1976-2016). Task: Predict the reactants needed to synthesize the given product. (1) Given the product [Cl:11][C:12]1[N:19]=[CH:18][CH:17]=[C:16]([S:7][CH2:8][CH3:9])[C:13]=1[C:14]#[N:15], predict the reactants needed to synthesize it. The reactants are: CN(C)C(=O)C.[S-:7][CH2:8][CH3:9].[Na+].[Cl:11][C:12]1[N:19]=[CH:18][CH:17]=[C:16](Cl)[C:13]=1[C:14]#[N:15]. (2) The reactants are: [NH2:1][C@@H:2]1[C:10]2[C:5](=[CH:6][CH:7]=[CH:8][CH:9]=2)[CH2:4][C@@H:3]1[OH:11].C(Cl)Cl.C(N(CC)CC)C.[CH3:22][S:23](Cl)(=[O:25])=[O:24]. Given the product [CH3:22][S:23]([O:11][C@H:3]1[CH2:4][C:5]2[C:10](=[CH:9][CH:8]=[CH:7][CH:6]=2)[C@H:2]1[NH:1][S:23]([CH3:22])(=[O:25])=[O:24])(=[O:25])=[O:24], predict the reactants needed to synthesize it. (3) The reactants are: [NH2:1][CH2:2][CH2:3][NH:4][C:5](=[O:15])[C:6]1[C:11](Cl)=[CH:10][C:9]([Cl:13])=[N:8][C:7]=1[Cl:14].[F-].[Cs+].C(N(CC)CC)C. Given the product [Cl:14][C:7]1[C:6]2[C:5](=[O:15])[NH:4][CH2:3][CH2:2][NH:1][C:11]=2[CH:10]=[C:9]([Cl:13])[N:8]=1, predict the reactants needed to synthesize it. (4) Given the product [O:1]=[C:2]1[C:11]2[C:6](=[CH:7][CH:8]=[CH:9][CH:10]=2)[O:5][C@@H:4]([CH2:12][NH:13][C:14](=[O:16])[CH3:15])[CH2:3]1, predict the reactants needed to synthesize it. The reactants are: [O:1]=[C:2]1[C:11]2[C:6](=[CH:7][CH:8]=[CH:9][CH:10]=2)[O:5][CH:4]([CH2:12][NH:13][C:14](=[O:16])[CH3:15])[CH2:3]1.[H][H]. (5) Given the product [CH3:30][N:19]([CH:20]1[CH2:25][C:24]([CH3:27])([CH3:26])[NH:23][C:22]([CH3:29])([CH3:28])[CH2:21]1)[C:16]1[N:17]=[N:18][C:13]([C:2]2[CH:3]=[C:4]3[C:9](=[CH:10][CH:11]=2)[CH:8]=[N:7][N:6]=[CH:5]3)=[CH:14][CH:15]=1, predict the reactants needed to synthesize it. The reactants are: Br[C:2]1[CH:3]=[C:4]2[C:9](=[CH:10][CH:11]=1)[CH:8]=[N:7][N:6]=[CH:5]2.Cl[C:13]1[N:18]=[N:17][C:16]([N:19]([CH3:30])[CH:20]2[CH2:25][C:24]([CH3:27])([CH3:26])[NH:23][C:22]([CH3:29])([CH3:28])[CH2:21]2)=[CH:15][CH:14]=1.CC1(C)C(C)(C)OB(B2OC(C)(C)C(C)(C)O2)O1.C([O-])(=O)C.[K+].ClCCl.C(=O)([O-])[O-].[K+].[K+]. (6) Given the product [CH3:13][O:12][CH:11]([O:14][CH3:15])[C:6]1[C:5]([CH2:4][OH:3])=[CH:10][CH:9]=[CH:8][N:7]=1, predict the reactants needed to synthesize it. The reactants are: C([O:3][C:4](=O)[C:5]1[CH:10]=[CH:9][CH:8]=[N:7][C:6]=1[CH:11]([O:14][CH3:15])[O:12][CH3:13])C.[H-].[Al+3].[Li+].[H-].[H-].[H-]. (7) Given the product [C:40]([N:23]1[CH2:24][CH2:25][CH:21]([NH:20][C:17]2[CH:18]=[N:19][C:11]([O:10][C:9]3[CH:26]=[CH:27][C:6]([O:5][C:4]4[CH:28]=[CH:29][CH:30]=[C:2]([F:1])[CH:3]=4)=[CH:7][CH:8]=3)=[C:12]([CH:16]=2)[C:13]([NH2:15])=[O:14])[CH2:22]1)(=[O:44])/[CH:41]=[CH:42]/[CH3:43], predict the reactants needed to synthesize it. The reactants are: [F:1][C:2]1[CH:3]=[C:4]([CH:28]=[CH:29][CH:30]=1)[O:5][C:6]1[CH:27]=[CH:26][C:9]([O:10][C:11]2[N:19]=[CH:18][C:17]([NH:20][CH:21]3[CH2:25][CH2:24][NH:23][CH2:22]3)=[CH:16][C:12]=2[C:13]([NH2:15])=[O:14])=[CH:8][CH:7]=1.C(N(CC)C(C)C)(C)C.[C:40](Cl)(=[O:44])/[CH:41]=[CH:42]/[CH3:43]. (8) Given the product [NH2:31][CH:28]1[CH2:29][CH2:30][N:25]([C:22]2[CH:23]=[CH:24][C:19]([NH:18][C:10]3[N:9]=[C:8]([CH2:7][CH2:6][C:5]4[CH:39]=[CH:40][CH:41]=[CH:42][C:4]=4[CH2:3][C:2]([NH2:1])=[O:43])[C:13]([C:14]([F:15])([F:17])[F:16])=[CH:12][N:11]=3)=[CH:20][CH:21]=2)[CH2:26][CH2:27]1, predict the reactants needed to synthesize it. The reactants are: [NH2:1][C:2](=[O:43])[CH2:3][C:4]1[CH:42]=[CH:41][CH:40]=[CH:39][C:5]=1[CH2:6][CH2:7][C:8]1[C:13]([C:14]([F:17])([F:16])[F:15])=[CH:12][N:11]=[C:10]([NH:18][C:19]2[CH:24]=[CH:23][C:22]([N:25]3[CH2:30][CH2:29][CH:28]([NH:31]C(=O)OC(C)(C)C)[CH2:27][CH2:26]3)=[CH:21][CH:20]=2)[N:9]=1.FC(F)(F)C(O)=O. (9) Given the product [NH:8]1[C:3]2[CH:4]=[CH:5][CH:6]=[CH:7][C:2]=2[N:1]=[C:9]1[C:11]1[C:12](=[O:18])[NH:13][N:14]=[C:15]([Cl:17])[CH:16]=1, predict the reactants needed to synthesize it. The reactants are: [NH2:1][C:2]1[CH:7]=[CH:6][CH:5]=[CH:4][C:3]=1[NH:8][C:9]([C:11]1[C:12](=[O:18])[NH:13][N:14]=[C:15]([Cl:17])[CH:16]=1)=O. (10) Given the product [CH3:14][C:11]1[CH:10]=[C:9]([C:6]2[CH:5]=[CH:4][C:3]([C:2]([F:1])([F:17])[F:18])=[CH:8][CH:7]=2)[S:13][C:12]=1[CH:35]([OH:36])[CH3:21], predict the reactants needed to synthesize it. The reactants are: [F:1][C:2]([F:18])([F:17])[C:3]1[CH:8]=[CH:7][C:6]([C:9]2[S:13][CH:12]=[C:11]([CH:14](O)C)[CH:10]=2)=[CH:5][CH:4]=1.CC1C=C(C2C=CC(C(F)(F)F)=CC=2)S[C:21]=1[CH:35]=[O:36].C[Mg]Br.